From a dataset of Catalyst prediction with 721,799 reactions and 888 catalyst types from USPTO. Predict which catalyst facilitates the given reaction. Reactant: [O:1]=[C:2]1[NH:11][C:10]2[CH:9]=[C:8]([C:12]([OH:14])=O)[CH:7]=[CH:6][C:5]=2[N:4]2[CH2:15][CH2:16][CH2:17][CH2:18][CH:3]12.[Cl:19][C:20]1[CH:21]=[CH:22][C:23]([CH3:36])=[C:24]([N:26]2[CH2:31][CH2:30][N:29]([CH2:32][CH2:33][CH2:34][NH2:35])[CH2:28][CH2:27]2)[CH:25]=1.CCN(C(C)C)C(C)C.C(Cl)CCl. Product: [Cl:19][C:20]1[CH:21]=[CH:22][C:23]([CH3:36])=[C:24]([N:26]2[CH2:27][CH2:28][N:29]([CH2:32][CH2:33][CH2:34][NH:35][C:12]([C:8]3[CH:7]=[CH:6][C:5]4[N:4]5[CH2:15][CH2:16][CH2:17][CH2:18][CH:3]5[C:2](=[O:1])[NH:11][C:10]=4[CH:9]=3)=[O:14])[CH2:30][CH2:31]2)[CH:25]=1. The catalyst class is: 241.